Dataset: Forward reaction prediction with 1.9M reactions from USPTO patents (1976-2016). Task: Predict the product of the given reaction. Given the reactants C(OC([NH:8][C@@H:9]([CH2:39][C:40]1[CH:45]=[CH:44][C:43]([O:46][S:47]([CH3:50])(=[O:49])=[O:48])=[CH:42][CH:41]=1)[C:10]([O:12][C@H:13]([C:24]1[CH:29]=[CH:28][C:27]([O:30][CH:31]([F:33])[F:32])=[C:26]([O:34][CH2:35][CH:36]2[CH2:38][CH2:37]2)[CH:25]=1)[CH2:14][C:15]1[C:20]([Cl:21])=[CH:19][N+:18]([O-:22])=[CH:17][C:16]=1[Cl:23])=[O:11])=O)(C)(C)C.Cl, predict the reaction product. The product is: [ClH:21].[NH2:8][C@@H:9]([CH2:39][C:40]1[CH:41]=[CH:42][C:43]([O:46][S:47]([CH3:50])(=[O:48])=[O:49])=[CH:44][CH:45]=1)[C:10]([O:12][C@H:13]([C:24]1[CH:29]=[CH:28][C:27]([O:30][CH:31]([F:33])[F:32])=[C:26]([O:34][CH2:35][CH:36]2[CH2:38][CH2:37]2)[CH:25]=1)[CH2:14][C:15]1[C:16]([Cl:23])=[CH:17][N+:18]([O-:22])=[CH:19][C:20]=1[Cl:21])=[O:11].